From a dataset of TCR-epitope binding with 47,182 pairs between 192 epitopes and 23,139 TCRs. Binary Classification. Given a T-cell receptor sequence (or CDR3 region) and an epitope sequence, predict whether binding occurs between them. (1) The epitope is LLLGIGILV. The TCR CDR3 sequence is CASGDRNGYTF. Result: 1 (the TCR binds to the epitope). (2) The epitope is KLPDDFTGCV. The TCR CDR3 sequence is CASSHSVGGSRPSYEQYF. Result: 1 (the TCR binds to the epitope). (3) The epitope is TLIGDCATV. The TCR CDR3 sequence is CASSLDFWAIQETQYF. Result: 0 (the TCR does not bind to the epitope).